From a dataset of Reaction yield outcomes from USPTO patents with 853,638 reactions. Predict the reaction yield, written as a fraction of the theoretical maximum amount of product (1.0 means a 100% yield; for example, 0.34 means a 34% yield). (1) The reactants are C([O:3][C:4]([C:6]1[CH:7]=[C:8]2[C:13](=[CH:14][CH:15]=1)[NH:12][CH:11]([C:16]1[CH:21]=[C:20]([F:22])[CH:19]=[C:18]([CH:23]3[CH2:28][CH2:27][CH2:26][CH2:25][CH2:24]3)[CH:17]=1)[C:10]([CH3:30])([CH3:29])[CH2:9]2)=[O:5])C.O.[OH-].[Li+].O.Cl. The catalyst is CO.O1CCCC1. The product is [CH:23]1([C:18]2[CH:17]=[C:16]([CH:11]3[C:10]([CH3:29])([CH3:30])[CH2:9][C:8]4[C:13](=[CH:14][CH:15]=[C:6]([C:4]([OH:5])=[O:3])[CH:7]=4)[NH:12]3)[CH:21]=[C:20]([F:22])[CH:19]=2)[CH2:24][CH2:25][CH2:26][CH2:27][CH2:28]1. The yield is 0.620. (2) The reactants are [CH3:1][CH:2]([NH:11][C:12](=O)[C:13]([O:15][CH2:16][CH3:17])=[O:14])[C:3](=O)[C:4]1[CH:9]=[CH:8][CH:7]=[CH:6][CH:5]=1.P12(SP3(SP(SP(S3)(S1)=S)(=S)S2)=S)=[S:20].C([O-])([O-])=O.[K+].[K+].[OH-].[Na+]. The catalyst is C(Cl)(Cl)Cl.O. The product is [CH3:1][C:2]1[N:11]=[C:12]([C:13]([O:15][CH2:16][CH3:17])=[O:14])[S:20][C:3]=1[C:4]1[CH:9]=[CH:8][CH:7]=[CH:6][CH:5]=1. The yield is 0.980. (3) The reactants are [CH3:1][NH:2][CH2:3][CH2:4][C:5]#[C:6][C:7]1[CH:12]=[CH:11][CH:10]=[CH:9][N:8]=1.[CH3:13][C:14]1[C:18]([S:19](Cl)(=[O:21])=[O:20])=[C:17]([CH3:23])[O:16][N:15]=1. No catalyst specified. The product is [CH3:1][N:2]([CH2:3][CH2:4][C:5]#[C:6][C:7]1[CH:12]=[CH:11][CH:10]=[CH:9][N:8]=1)[S:19]([C:18]1[C:14]([CH3:13])=[N:15][O:16][C:17]=1[CH3:23])(=[O:21])=[O:20]. The yield is 0.170. (4) The reactants are [CH3:1][N:2]([CH3:8])[CH2:3][CH:4]([OH:7])[CH2:5][OH:6].[CH3:9][I:10]. The catalyst is C(Cl)Cl. The product is [I-:10].[OH:7][CH:4]([CH2:5][OH:6])[CH2:3][N+:2]([CH3:9])([CH3:8])[CH3:1]. The yield is 1.00. (5) The reactants are [NH2:1][C:2]1[C:3]([F:12])=[C:4]([CH:8]=[CH:9][C:10]=1[Cl:11])[C:5](O)=[O:6].ClC([N:18](C)C)=C(C)C.N. No catalyst specified. The product is [NH2:1][C:2]1[C:3]([F:12])=[C:4]([CH:8]=[CH:9][C:10]=1[Cl:11])[C:5]([NH2:18])=[O:6]. The yield is 0.690. (6) The reactants are Br[C:2]1[C:7]([CH3:8])=[CH:6][C:5]([Br:9])=[CH:4][N:3]=1.NC1C(C)=CC(Br)=CN=1.C(Cl)(=O)C.[I-:23].[Na+].C. The catalyst is BrBr.Br.C(#N)C.CCCCCC. The product is [Br:9][C:5]1[CH:6]=[C:7]([CH3:8])[C:2]([I:23])=[N:3][CH:4]=1. The yield is 0.700. (7) The reactants are [F:1][C:2]1[C:10]([C:11]([OH:13])=O)=[C:9]2[C:5]([CH:6]=[CH:7][NH:8]2)=[CH:4][CH:3]=1.[C:14]([C:18]1[CH:34]=[CH:33][C:21]([CH2:22][NH:23][CH2:24][CH2:25][C:26]2[CH:31]=[CH:30][C:29]([F:32])=[CH:28][CH:27]=2)=[CH:20][CH:19]=1)([CH3:17])([CH3:16])[CH3:15].C(Cl)Cl.CCN=C=NCCCN(C)C.Cl. No catalyst specified. The product is [C:14]([C:18]1[CH:34]=[CH:33][C:21]([CH2:22][N:23]([CH2:24][CH2:25][C:26]2[CH:31]=[CH:30][C:29]([F:32])=[CH:28][CH:27]=2)[C:11]([C:10]2[C:2]([F:1])=[CH:3][CH:4]=[C:5]3[C:9]=2[NH:8][CH:7]=[CH:6]3)=[O:13])=[CH:20][CH:19]=1)([CH3:17])([CH3:15])[CH3:16]. The yield is 0.380.